From a dataset of Full USPTO retrosynthesis dataset with 1.9M reactions from patents (1976-2016). Predict the reactants needed to synthesize the given product. (1) Given the product [Cl:1][C:2]1[CH:8]=[C:7]2[C:5](=[C:4]([F:10])[CH:3]=1)[NH:6][C:26]([Si:27]([CH2:32][CH3:33])([CH2:30][CH3:31])[CH2:28][CH3:29])=[C:25]2[CH2:24][CH2:23][NH:22][C:20]([C:17]1[CH:16]=[C:15]([CH2:14][C:13]2[CH:34]=[C:35]([F:38])[CH:36]=[CH:37][C:12]=2[F:11])[O:19][N:18]=1)=[O:21], predict the reactants needed to synthesize it. The reactants are: [Cl:1][C:2]1[CH:8]=[C:7](I)[C:5]([NH2:6])=[C:4]([F:10])[CH:3]=1.[F:11][C:12]1[CH:37]=[CH:36][C:35]([F:38])=[CH:34][C:13]=1[CH2:14][C:15]1[O:19][N:18]=[C:17]([C:20]([NH:22][CH2:23][CH2:24][C:25]#[C:26][Si:27]([CH2:32][CH3:33])([CH2:30][CH3:31])[CH2:28][CH3:29])=[O:21])[CH:16]=1.[Cl-].[Li+].C(=O)([O-])[O-].[Na+].[Na+]. (2) Given the product [Cl:23][C:24]1[CH:25]=[C:26]([C:2]2[N:6]([CH2:7][O:8][CH2:9][CH2:10][Si:11]([CH3:14])([CH3:13])[CH3:12])[N:5]=[CH:4][C:3]=2[NH:15][C:16](=[O:22])[O:17][C:18]([CH3:21])([CH3:20])[CH3:19])[C:27]([O:30][CH3:31])=[N:28][CH:29]=1, predict the reactants needed to synthesize it. The reactants are: I[C:2]1[N:6]([CH2:7][O:8][CH2:9][CH2:10][Si:11]([CH3:14])([CH3:13])[CH3:12])[N:5]=[CH:4][C:3]=1[NH:15][C:16](=[O:22])[O:17][C:18]([CH3:21])([CH3:20])[CH3:19].[Cl:23][C:24]1[CH:25]=[C:26](B2OC(C)(C)C(C)(C)O2)[C:27]([O:30][CH3:31])=[N:28][CH:29]=1.COC1C=CC=C(OC)C=1C1C=CC=CC=1P(C1CCCCC1)C1CCCCC1.P([O-])([O-])([O-])=O.[K+].[K+].[K+]. (3) Given the product [C:34]([CH:15]1[CH2:14][CH2:13][CH2:12][C:11]2[CH:18]=[C:7]([N:6]3[CH2:5][C@H:4]([CH2:19][NH:20][C:21](=[O:23])[CH3:22])[O:3][C:2]3=[O:1])[CH:8]=[CH:9][C:10]=2[C:16]1=[O:17])(=[O:38])[CH2:35][CH2:36][CH3:37], predict the reactants needed to synthesize it. The reactants are: [O:1]=[C:2]1[N:6]([C:7]2[CH:8]=[CH:9][C:10]3[C:16](=[O:17])[CH2:15][CH2:14][CH2:13][CH2:12][C:11]=3[CH:18]=2)[CH2:5][C@H:4]([CH2:19][NH:20][C:21](=[O:23])[CH3:22])[O:3]1.[Li+].C[Si]([N-][Si](C)(C)C)(C)C.[C:34](Cl)(=[O:38])[CH2:35][CH2:36][CH3:37].[Cl-].[NH4+]. (4) Given the product [N+:8]([C:5]1[CH:4]=[CH:3][C:2]([O:26][C:22]2[CH:23]=[CH:24][CH:25]=[C:20]([N+:17]([O-:19])=[O:18])[CH:21]=2)=[CH:7][N:6]=1)([O-:10])=[O:9], predict the reactants needed to synthesize it. The reactants are: Br[C:2]1[CH:3]=[CH:4][C:5]([N+:8]([O-:10])=[O:9])=[N:6][CH:7]=1.C(=O)([O-])[O-].[Cs+].[Cs+].[N+:17]([C:20]1[CH:21]=[C:22]([OH:26])[CH:23]=[CH:24][CH:25]=1)([O-:19])=[O:18]. (5) Given the product [NH2:1][C:2]1[C:3]([C:13]([NH:25][C:18]2[C:19]3=[N:24][CH:23]=[CH:22][N:21]=[C:20]3[NH:16][N:17]=2)=[O:15])=[N:4][C:5]([Br:12])=[C:6]([C:8]([F:9])([F:10])[F:11])[N:7]=1, predict the reactants needed to synthesize it. The reactants are: [NH2:1][C:2]1[C:3]([C:13]([OH:15])=O)=[N:4][C:5]([Br:12])=[C:6]([C:8]([F:11])([F:10])[F:9])[N:7]=1.[NH:16]1[C:20]2=[N:21][CH:22]=[CH:23][N:24]=[C:19]2[C:18]([NH2:25])=[N:17]1.CN(C(ON1N=NC2C=CC=NC1=2)=[N+](C)C)C.F[P-](F)(F)(F)(F)F.CN1CCOCC1. (6) Given the product [Cl:16][C:17]1[CH:22]=[CH:21][CH:20]=[CH:19][C:18]=1[S:23]([N:9]1[CH2:8][CH2:7][C:6]2([C:4](=[O:5])[N:37]([C:34]3[CH:35]=[N:36][C:31]([O:30][CH2:29][C:28]([F:39])([F:27])[F:38])=[CH:32][CH:33]=3)[CH2:13][CH2:12]2)[CH2:11][CH2:10]1)(=[O:25])=[O:24], predict the reactants needed to synthesize it. The reactants are: C(O[C:4]([C:6]1([CH2:12][CH2:13]OC)[CH2:11][CH2:10][NH:9][CH2:8][CH2:7]1)=[O:5])C.[Cl:16][C:17]1[CH:22]=[CH:21][CH:20]=[CH:19][C:18]=1[S:23](Cl)(=[O:25])=[O:24].[F:27][C:28]([F:39])([F:38])[CH2:29][O:30][C:31]1[N:36]=[CH:35][C:34]([NH2:37])=[CH:33][CH:32]=1.